Dataset: NCI-60 drug combinations with 297,098 pairs across 59 cell lines. Task: Regression. Given two drug SMILES strings and cell line genomic features, predict the synergy score measuring deviation from expected non-interaction effect. (1) Drug 1: CC1=CC=C(C=C1)C2=CC(=NN2C3=CC=C(C=C3)S(=O)(=O)N)C(F)(F)F. Drug 2: C#CCC(CC1=CN=C2C(=N1)C(=NC(=N2)N)N)C3=CC=C(C=C3)C(=O)NC(CCC(=O)O)C(=O)O. Cell line: MCF7. Synergy scores: CSS=37.2, Synergy_ZIP=5.45, Synergy_Bliss=5.12, Synergy_Loewe=-18.4, Synergy_HSA=-1.32. (2) Cell line: ACHN. Drug 2: C(CCl)NC(=O)N(CCCl)N=O. Synergy scores: CSS=-5.79, Synergy_ZIP=2.24, Synergy_Bliss=1.24, Synergy_Loewe=-1.97, Synergy_HSA=-1.93. Drug 1: CS(=O)(=O)C1=CC(=C(C=C1)C(=O)NC2=CC(=C(C=C2)Cl)C3=CC=CC=N3)Cl. (3) Drug 1: C1=C(C(=O)NC(=O)N1)F. Drug 2: C1=NC2=C(N=C(N=C2N1C3C(C(C(O3)CO)O)F)Cl)N. Cell line: KM12. Synergy scores: CSS=33.8, Synergy_ZIP=-12.2, Synergy_Bliss=-17.0, Synergy_Loewe=-10.4, Synergy_HSA=-9.41. (4) Drug 1: CN(C)C(=N)N=C(N)N. Drug 2: C1CC(CCC1OC2=C(C(=CC=C2)Cl)F)(CC3=NC(=CC=C3)NC4=NC=CS4)C(=O)O. Cell line: T-47D. Synergy scores: CSS=15.6, Synergy_ZIP=1.51, Synergy_Bliss=4.91, Synergy_Loewe=-6.10, Synergy_HSA=5.39. (5) Drug 1: CC1C(C(=O)NC(C(=O)N2CCCC2C(=O)N(CC(=O)N(C(C(=O)O1)C(C)C)C)C)C(C)C)NC(=O)C3=C4C(=C(C=C3)C)OC5=C(C(=O)C(=C(C5=N4)C(=O)NC6C(OC(=O)C(N(C(=O)CN(C(=O)C7CCCN7C(=O)C(NC6=O)C(C)C)C)C)C(C)C)C)N)C. Drug 2: C1C(C(OC1N2C=NC(=NC2=O)N)CO)O. Cell line: 786-0. Synergy scores: CSS=9.56, Synergy_ZIP=-7.55, Synergy_Bliss=-5.34, Synergy_Loewe=-10.2, Synergy_HSA=-5.57. (6) Drug 1: CC1=C(C=C(C=C1)C(=O)NC2=CC(=CC(=C2)C(F)(F)F)N3C=C(N=C3)C)NC4=NC=CC(=N4)C5=CN=CC=C5. Drug 2: CC=C1C(=O)NC(C(=O)OC2CC(=O)NC(C(=O)NC(CSSCCC=C2)C(=O)N1)C(C)C)C(C)C. Cell line: NCI-H226. Synergy scores: CSS=32.6, Synergy_ZIP=4.55, Synergy_Bliss=3.79, Synergy_Loewe=-41.9, Synergy_HSA=-1.35.